From a dataset of Full USPTO retrosynthesis dataset with 1.9M reactions from patents (1976-2016). Predict the reactants needed to synthesize the given product. Given the product [CH3:19][O:20][C:21]1[CH:25]=[C:24]([C:26]2[CH:27]=[C:28]([O:38][CH2:45][CH2:44][C:41]3[CH:42]=[CH:43][S:39][CH:40]=3)[CH:29]=[C:30]([O:32][C@@H:33]([CH3:37])[CH2:34][O:35][CH3:36])[CH:31]=2)[NH:23][N:22]=1, predict the reactants needed to synthesize it. The reactants are: C1CCN(C(N=NC(N2CCCCC2)=O)=O)CC1.[CH3:19][O:20][C:21]1[CH:25]=[C:24]([C:26]2[CH:27]=[C:28]([OH:38])[CH:29]=[C:30]([O:32][C@@H:33]([CH3:37])[CH2:34][O:35][CH3:36])[CH:31]=2)[NH:23][N:22]=1.[S:39]1[CH:43]=[CH:42][C:41]([CH2:44][CH2:45]O)=[CH:40]1.C(P(CCCC)CCCC)CCC.